This data is from Peptide-MHC class I binding affinity with 185,985 pairs from IEDB/IMGT. The task is: Regression. Given a peptide amino acid sequence and an MHC pseudo amino acid sequence, predict their binding affinity value. This is MHC class I binding data. The peptide sequence is FRAPNTREL. The MHC is HLA-B44:02 with pseudo-sequence HLA-B44:02. The binding affinity (normalized) is 0.0847.